This data is from Catalyst prediction with 721,799 reactions and 888 catalyst types from USPTO. The task is: Predict which catalyst facilitates the given reaction. (1) Reactant: [NH2:1][C:2]1[C:11]2[N:12]=[C:13]([CH2:20][O:21][CH2:22][CH3:23])[N:14]([CH2:15][C:16]([OH:19])([CH3:18])[CH3:17])[C:10]=2[C:9]2[CH:8]=[CH:7][C:6]([O:24][CH:25]3[CH2:30][CH2:29][N:28](C(OC(C)(C)C)=O)[CH2:27][CH2:26]3)=[CH:5][C:4]=2[N:3]=1. Product: [NH2:1][C:2]1[C:11]2[N:12]=[C:13]([CH2:20][O:21][CH2:22][CH3:23])[N:14]([CH2:15][C:16]([CH3:18])([OH:19])[CH3:17])[C:10]=2[C:9]2[CH:8]=[CH:7][C:6]([O:24][CH:25]3[CH2:30][CH2:29][NH:28][CH2:27][CH2:26]3)=[CH:5][C:4]=2[N:3]=1. The catalyst class is: 33. (2) Reactant: [CH3:1][N:2]1[C:6]([C:7]([CH3:18])([C:9]2[S:10][C:11]([C:14]([F:17])([F:16])[F:15])=[CH:12][CH:13]=2)[CH3:8])=[N:5][N:4]=[C:3]1[CH:19]1[CH2:24][CH2:23][N:22](C(OC(C)(C)C)=O)[CH2:21][CH2:20]1.C(OCC)(=O)C.[ClH:38]. Product: [ClH:38].[ClH:38].[CH3:1][N:2]1[C:6]([C:7]([CH3:18])([C:9]2[S:10][C:11]([C:14]([F:17])([F:15])[F:16])=[CH:12][CH:13]=2)[CH3:8])=[N:5][N:4]=[C:3]1[CH:19]1[CH2:24][CH2:23][NH:22][CH2:21][CH2:20]1. The catalyst class is: 8. (3) Reactant: [OH:1][CH:2]1[CH2:7][CH2:6][N:5]([C:8]([O:10][C:11]([CH3:14])([CH3:13])[CH3:12])=[O:9])[CH2:4][CH2:3]1.[H-].[Na+].[Cl:17][C:18]1[CH:19]=[C:20]([F:25])[C:21](F)=[N:22][CH:23]=1.O. Product: [Cl:17][C:18]1[CH:19]=[C:20]([F:25])[C:21]([O:1][CH:2]2[CH2:3][CH2:4][N:5]([C:8]([O:10][C:11]([CH3:14])([CH3:13])[CH3:12])=[O:9])[CH2:6][CH2:7]2)=[N:22][CH:23]=1. The catalyst class is: 3. (4) Reactant: [N:1]1[C:10]2[C:5](=[CH:6][N:7]=[CH:8][CH:9]=2)[C:4]([OH:11])=[CH:3][CH:2]=1.[Cl:12][O-].[Na+].C(O)(=O)C. Product: [Cl:12][C:3]1[CH:2]=[N:1][C:10]2[C:5]([C:4]=1[OH:11])=[CH:6][N:7]=[CH:8][CH:9]=2. The catalyst class is: 74. (5) Reactant: Br[C:2]1[CH:3]=[CH:4][C:5]([O:13][CH3:14])=[C:6]2[C:11]=1[NH:10][C:9](=[O:12])[CH2:8][CH2:7]2.C(=O)([O-])[O-].[K+].[K+].[C:21]1(B(O)O)[CH:26]=[CH:25][CH:24]=[CH:23][CH:22]=1. Product: [CH3:14][O:13][C:5]1[CH:4]=[CH:3][C:2]([C:21]2[CH:26]=[CH:25][CH:24]=[CH:23][CH:22]=2)=[C:11]2[C:6]=1[CH2:7][CH2:8][C:9](=[O:12])[NH:10]2. The catalyst class is: 77. (6) The catalyst class is: 79. Product: [NH:33]1[C:41]2[C:36](=[N:37][CH:38]=[CH:39][CH:40]=2)[N:35]=[C:34]1[C:42]([N:29]1[CH2:30][CH2:31][CH2:32][C@H:27]([C:18]2[C:19]([N:21]([CH3:26])[S:22]([CH3:25])(=[O:24])=[O:23])=[CH:20][C:10]3[O:9][C:8]([C:5]4[CH:6]=[CH:7][C:2]([F:1])=[CH:3][CH:4]=4)=[C:12]([C:13]([NH:15][CH3:16])=[O:14])[C:11]=3[CH:17]=2)[CH2:28]1)=[O:43]. Reactant: [F:1][C:2]1[CH:7]=[CH:6][C:5]([C:8]2[O:9][C:10]3[CH:20]=[C:19]([N:21]([CH3:26])[S:22]([CH3:25])(=[O:24])=[O:23])[C:18]([C@H:27]4[CH2:32][CH2:31][CH2:30][NH:29][CH2:28]4)=[CH:17][C:11]=3[C:12]=2[C:13]([NH:15][CH3:16])=[O:14])=[CH:4][CH:3]=1.[NH:33]1[C:41]2[C:36](=[N:37][CH:38]=[CH:39][CH:40]=2)[N:35]=[C:34]1[C:42](O)=[O:43].C(N(CC)C(C)C)(C)C.CN(C)CCCN=C=NCC.